Task: Predict the product of the given reaction.. Dataset: Forward reaction prediction with 1.9M reactions from USPTO patents (1976-2016) (1) The product is: [CH2:10]([C:2]1[S:1][C:5]2=[N:6][CH:7]=[CH:8][CH:9]=[C:4]2[CH:3]=1)[CH3:11]. Given the reactants [S:1]1[C:5]2=[N:6][CH:7]=[CH:8][CH:9]=[C:4]2[CH:3]=[CH:2]1.[CH2:10]1COC[CH2:11]1.[Li]C(C)(C)C.BrCC, predict the reaction product. (2) Given the reactants Cl[C:2]1[N:3]=[C:4]([C:12]([O:14][CH2:15][CH3:16])=[O:13])[C:5]2[CH:10]=[CH:9][N:8]([CH3:11])[C:6]=2[N:7]=1.F[B-](F)(F)[C:19]1[CH:24]=[CH:23][CH:22]=[C:21]([C:25]#[C:26][C@:27]2([OH:34])[CH2:31][CH2:30][N:29]([CH3:32])[C:28]2=[O:33])[CH:20]=1.[K+], predict the reaction product. The product is: [OH:34][C@@:27]1([C:26]#[C:25][C:21]2[CH:20]=[C:19]([C:2]3[N:3]=[C:4]([C:12]([O:14][CH2:15][CH3:16])=[O:13])[C:5]4[CH:10]=[CH:9][N:8]([CH3:11])[C:6]=4[N:7]=3)[CH:24]=[CH:23][CH:22]=2)[CH2:31][CH2:30][N:29]([CH3:32])[C:28]1=[O:33]. (3) Given the reactants [Si:1]([O:8][CH2:9][C:10]1([CH3:38])[S:16][CH2:15][CH2:14][N:13]2[C:17]([C:20]3([C:23]4[CH:28]=[CH:27][C:26](B5OC(C)(C)C(C)(C)O5)=[CH:25][CH:24]=4)[CH2:22][CH2:21]3)=[N:18][N:19]=[C:12]2[CH2:11]1)([C:4]([CH3:7])([CH3:6])[CH3:5])([CH3:3])[CH3:2].Br[C:40]1[C:45]([C:46]([F:49])([F:48])[F:47])=[CH:44][CH:43]=[CH:42][N:41]=1.C(=O)([O-])[O-].[K+].[K+].C(=O)([O-])O.[Na+], predict the reaction product. The product is: [Si:1]([O:8][CH2:9][C:10]1([CH3:38])[S:16][CH2:15][CH2:14][N:13]2[C:17]([C:20]3([C:23]4[CH:28]=[CH:27][C:26]([C:40]5[C:45]([C:46]([F:49])([F:48])[F:47])=[CH:44][CH:43]=[CH:42][N:41]=5)=[CH:25][CH:24]=4)[CH2:21][CH2:22]3)=[N:18][N:19]=[C:12]2[CH2:11]1)([C:4]([CH3:7])([CH3:5])[CH3:6])([CH3:3])[CH3:2]. (4) Given the reactants [CH3:1][C:2]1[O:6][C:5]([C:7]2[N:12]=[C:11]([NH2:13])[N:10]=[C:9]([NH2:14])[C:8]=2[N+:15]([O-])=O)=[CH:4][CH:3]=1, predict the reaction product. The product is: [CH3:1][C:2]1[O:6][C:5]([C:7]2[N:12]=[C:11]([NH2:13])[N:10]=[C:9]([NH2:14])[C:8]=2[NH2:15])=[CH:4][CH:3]=1. (5) Given the reactants [F:1][C:2]([F:7])([F:6])[C:3]([OH:5])=[O:4].[F:8][C:9]([F:14])([F:13])[C:10]([OH:12])=[O:11].FC(F)(F)C(O)=O.[Cl:22][C:23]1[CH:24]=[N:25][C:26]2[NH:27][C:28]3[CH:29]=[N:30][CH:31]=[C:32]([CH:53]=3)[CH2:33][CH2:34][C:35]3[CH:43]=[C:39]([NH:40][C:41]=1[N:42]=2)[CH:38]=[CH:37][C:36]=3[NH:44][C:45](=[O:52])[CH2:46][C@@H:47]1[CH2:51][CH2:50][NH:49][CH2:48]1.[C:54]([C:57]1[N:58]=[N:59][NH:60][CH:61]=1)(O)=[O:55], predict the reaction product. The product is: [F:1][C:2]([F:7])([F:6])[C:3]([OH:5])=[O:4].[F:8][C:9]([F:14])([F:13])[C:10]([OH:12])=[O:11].[Cl:22][C:23]1[CH:24]=[N:25][C:26]2[NH:27][C:28]3[CH:29]=[N:30][CH:31]=[C:32]([CH:53]=3)[CH2:33][CH2:34][C:35]3[CH:43]=[C:39]([NH:40][C:41]=1[N:42]=2)[CH:38]=[CH:37][C:36]=3[NH:44][C:45](=[O:52])[CH2:46][C@@H:47]1[CH2:51][CH2:50][N:49]([C:54]([C:57]2[N:58]=[N:59][NH:60][CH:61]=2)=[O:55])[CH2:48]1. (6) Given the reactants BrC1C=CC2OC3C(=O)NC(C4CCN(C(OC(C)(C)C)=O)CC4)=NC=3C=2C=1.[Br:29][C:30]1[CH:31]=[CH:32][C:33]2[O:37][C:36]([C:38](=[O:40])[NH2:39])=[C:35]([NH:41][C:42]([CH:44]3[CH2:47][N:46]([C:48]([O:50][C:51]([CH3:54])([CH3:53])[CH3:52])=[O:49])[CH2:45]3)=O)[C:34]=2[CH:55]=1.BrC1C=CC2OC(C(=O)N)=C(NC(C3CCN(C(OC(C)(C)C)=O)CC3)=O)C=2C=1, predict the reaction product. The product is: [Br:29][C:30]1[CH:31]=[CH:32][C:33]2[O:37][C:36]3[C:38](=[O:40])[NH:39][C:42]([CH:44]4[CH2:47][N:46]([C:48]([O:50][C:51]([CH3:54])([CH3:53])[CH3:52])=[O:49])[CH2:45]4)=[N:41][C:35]=3[C:34]=2[CH:55]=1.